Dataset: Forward reaction prediction with 1.9M reactions from USPTO patents (1976-2016). Task: Predict the product of the given reaction. (1) Given the reactants [CH2:1]([O:8][C:9]1[CH:14]=[CH:13][C:12]([C:15]([CH3:18])([CH3:17])[CH3:16])=[CH:11][C:10]=1[C:19]([CH3:23])([CH3:22])[CH:20]=[O:21])[C:2]1[CH:7]=[CH:6][CH:5]=[CH:4][CH:3]=1.[BH4-].[Na+].Cl, predict the reaction product. The product is: [CH2:1]([O:8][C:9]1[CH:14]=[CH:13][C:12]([C:15]([CH3:18])([CH3:16])[CH3:17])=[CH:11][C:10]=1[C:19]([CH3:23])([CH3:22])[CH2:20][OH:21])[C:2]1[CH:3]=[CH:4][CH:5]=[CH:6][CH:7]=1. (2) Given the reactants [Br:1][C:2]1[CH:3]=[CH:4][C:5]([F:20])=[C:6]([CH:19]=1)[C:7]([NH:9][C:10]1[C:15]([F:16])=[CH:14][CH:13]=[C:12]([OH:17])[C:11]=1[F:18])=O, predict the reaction product. The product is: [Br:1][C:2]1[CH:3]=[CH:4][C:5]([F:20])=[C:6]([CH2:7][NH:9][C:10]2[C:11]([F:18])=[C:12]([OH:17])[CH:13]=[CH:14][C:15]=2[F:16])[CH:19]=1. (3) Given the reactants C(=O)([O-])[O-].[Ca+2].[C:6](Cl)(Cl)=[S:7].O.[Cl:11][C:12]1[CH:17]=[C:16]([NH2:18])[CH:15]=[CH:14][N:13]=1, predict the reaction product. The product is: [Cl:11][C:12]1[CH:17]=[C:16]([N:18]=[C:6]=[S:7])[CH:15]=[CH:14][N:13]=1. (4) Given the reactants [Cl:1][C:2]1[CH:7]=[CH:6][C:5]([C:8]2[CH:13]=[N:12][N:11]3[C:14](=[O:17])[NH:15][N:16]=[C:10]3[C:9]=2[C:18]2[CH:23]=[CH:22][C:21]([Cl:24])=[CH:20][CH:19]=2)=[CH:4][CH:3]=1.[CH2:25]([N:32]1[CH2:37][CH2:36][CH:35]([CH2:38]O)[CH2:34][CH2:33]1)[C:26]1[CH:31]=[CH:30][CH:29]=[CH:28][CH:27]=1.C1(P(C2C=CC=CC=2)C2C=CC=CC=2)C=CC=CC=1.N(C(OCC)=O)=NC(OCC)=O, predict the reaction product. The product is: [CH2:25]([N:32]1[CH2:37][CH2:36][CH:35]([CH2:38][N:15]2[C:14](=[O:17])[N:11]3[N:12]=[CH:13][C:8]([C:5]4[CH:6]=[CH:7][C:2]([Cl:1])=[CH:3][CH:4]=4)=[C:9]([C:18]4[CH:23]=[CH:22][C:21]([Cl:24])=[CH:20][CH:19]=4)[C:10]3=[N:16]2)[CH2:34][CH2:33]1)[C:26]1[CH:31]=[CH:30][CH:29]=[CH:28][CH:27]=1. (5) Given the reactants [NH:1]1[CH2:6][CH2:5][CH:4]([C:7]([O:9][CH2:10][CH3:11])=[O:8])[CH2:3][CH2:2]1.[C:12](=[O:15])([O-])[O-].[K+].[K+].BrCC(O[C:23]([CH3:26])([CH3:25])[CH3:24])=O.[CH3:27]N(C=O)C, predict the reaction product. The product is: [C:23]([C:12](=[O:15])[CH2:27][N:1]1[CH2:6][CH2:5][CH:4]([C:7]([O:9][CH2:10][CH3:11])=[O:8])[CH2:3][CH2:2]1)([CH3:26])([CH3:25])[CH3:24].